From a dataset of Catalyst prediction with 721,799 reactions and 888 catalyst types from USPTO. Predict which catalyst facilitates the given reaction. Reactant: [CH3:1][O:2][C:3]([C:5]1[CH:6]=[CH:7][CH:8]=[C:9]2[O:13][C:12]([CH:14]3[CH2:19][CH2:18][NH:17][CH2:16][CH2:15]3)=[N:11][C:10]=12)=[O:4].[C:20]([O:24][C:25](O[C:25]([O:24][C:20]([CH3:23])([CH3:22])[CH3:21])=[O:26])=[O:26])([CH3:23])([CH3:22])[CH3:21]. Product: [CH3:1][O:2][C:3]([C:5]1[CH:6]=[CH:7][CH:8]=[C:9]2[O:13][C:12]([CH:14]3[CH2:19][CH2:18][N:17]([C:25]([O:24][C:20]([CH3:23])([CH3:22])[CH3:21])=[O:26])[CH2:16][CH2:15]3)=[N:11][C:10]=12)=[O:4]. The catalyst class is: 166.